This data is from Catalyst prediction with 721,799 reactions and 888 catalyst types from USPTO. The task is: Predict which catalyst facilitates the given reaction. (1) Reactant: CC[C@@]1(O)C(=O)[O:7]CC2C(N3C(=CC1=2)C1N=C2C(C=CC=C2)=CC=1C3)=O.C(O)(=O)C1C=CC=CC=1.[CH2:36]1[CH2:41][CH2:40][CH:39]([N:42]=[C:43]=[N:44][CH:45]2[CH2:50][CH2:49][CH2:48][CH2:47][CH2:46]2)[CH2:38][CH2:37]1. Product: [CH:45]1([NH:44][C:43](=[O:7])[NH:42][CH:39]2[CH2:38][CH2:37][CH2:36][CH2:41][CH2:40]2)[CH2:50][CH2:49][CH2:48][CH2:47][CH2:46]1. The catalyst class is: 241. (2) Reactant: C(OC([N:8]1[CH2:12][CH2:11][CH:10]([CH2:13][N:14]2[C:22]3[C:17](=[CH:18][C:19]([O:23][CH:24]([F:26])[F:25])=[CH:20][CH:21]=3)[C:16]([C:27]3[N:28]=[C:29]4[C:35]([C:36](=[O:42])[NH:37][C:38]([CH3:41])([CH3:40])[CH3:39])=[CH:34][N:33](COCC[Si](C)(C)C)[C:30]4=[N:31][CH:32]=3)=[N:15]2)[CH2:9]1)=O)(C)(C)C.FC(F)(F)C(O)=O.C(N)CN.O. Product: [C:38]([NH:37][C:36]([C:35]1[C:29]2[C:30](=[N:31][CH:32]=[C:27]([C:16]3[C:17]4[C:22](=[CH:21][CH:20]=[C:19]([O:23][CH:24]([F:25])[F:26])[CH:18]=4)[N:14]([CH2:13][CH:10]4[CH2:11][CH2:12][NH:8][CH2:9]4)[N:15]=3)[N:28]=2)[NH:33][CH:34]=1)=[O:42])([CH3:41])([CH3:39])[CH3:40]. The catalyst class is: 96. (3) Reactant: C([N:8]1[CH2:13][CH2:12][C@H:11]([O:14][C:15](=[O:17])[CH3:16])[C@H:10]([CH3:18])[CH2:9]1)C1C=CC=CC=1. Product: [C:15]([O:14][C@H:11]1[CH2:12][CH2:13][NH:8][CH2:9][C@H:10]1[CH3:18])(=[O:17])[CH3:16]. The catalyst class is: 293. (4) Reactant: [OH:1][CH2:2][C:3]1[C:4]([NH:9][C:10]2[CH:18]=[CH:17][C:13]3=[N:14][S:15][N:16]=[C:12]3[CH:11]=2)=[N:5][CH:6]=[CH:7][CH:8]=1. Product: [N:14]1[S:15][N:16]=[C:12]2[CH:11]=[C:10]([NH:9][C:4]3[N:5]=[CH:6][CH:7]=[CH:8][C:3]=3[CH:2]=[O:1])[CH:18]=[CH:17][C:13]=12. The catalyst class is: 428. (5) Reactant: C1(C(=[N:14][C:15]([CH3:22])([CH2:18][CH2:19][CH2:20][F:21])[C:16]#[N:17])C2C=CC=CC=2)C=CC=CC=1.[ClH:23]. Product: [ClH:23].[NH2:14][C:15]([CH3:22])([CH2:18][CH2:19][CH2:20][F:21])[C:16]#[N:17]. The catalyst class is: 30. (6) Reactant: [F:1][C:2]1[C:7]([NH:8][S:9]([CH2:12][CH2:13][CH3:14])(=[O:11])=[O:10])=[CH:6][CH:5]=[C:4]([F:15])[C:3]=1[NH:16][C:17](=[O:25])OC1C=CC=CC=1.[CH2:26]([O:28][C:29]1[C:37]2[C:32](=[N:33][CH:34]=[N:35][C:36]=2[NH2:38])[NH:31][N:30]=1)[CH3:27]. Product: [CH2:26]([O:28][C:29]1[C:37]2[C:32](=[N:33][CH:34]=[N:35][C:36]=2[NH:38][C:17](=[O:25])[NH:16][C:3]2[C:2]([F:1])=[C:7]([NH:8][S:9]([CH2:12][CH2:13][CH3:14])(=[O:10])=[O:11])[CH:6]=[CH:5][C:4]=2[F:15])[NH:31][N:30]=1)[CH3:27]. The catalyst class is: 16. (7) Reactant: [C:1]([O:5][C:6](=[O:17])[NH:7][C@@H:8]([C:14](F)=[O:15])[CH2:9][C:10]([CH3:13])([CH3:12])[CH3:11])([CH3:4])([CH3:3])[CH3:2].[Cl:18][C:19]1[CH:20]=[CH:21][C:22]([N:35]2[CH:39]=[N:38][N:37]=[N:36]2)=[C:23]([CH:34]=1)[CH2:24][NH:25][C:26]([C@@H:28]1[CH2:33][C@H:32]2[C@H:30]([CH2:31]2)[NH:29]1)=[O:27].C([O-])(O)=O.[Na+].CN(C=O)C. Product: [C:1]([O:5][C:6](=[O:17])[NH:7][C@@H:8]([C:14]([N:29]1[C@H:28]([C:26](=[O:27])[NH:25][CH2:24][C:23]2[CH:34]=[C:19]([Cl:18])[CH:20]=[CH:21][C:22]=2[N:35]2[CH:39]=[N:38][N:37]=[N:36]2)[CH2:33][C@H:32]2[C@@H:30]1[CH2:31]2)=[O:15])[CH2:9][C:10]([CH3:13])([CH3:12])[CH3:11])([CH3:4])([CH3:3])[CH3:2]. The catalyst class is: 232.